Dataset: Reaction yield outcomes from USPTO patents with 853,638 reactions. Task: Predict the reaction yield, written as a fraction of the theoretical maximum amount of product (1.0 means a 100% yield; for example, 0.34 means a 34% yield). (1) The reactants are [Br:1][C:2]1[CH:3]=[C:4]([N:8]2[C:16]3[C:11](=[CH:12][C:13]([CH2:17][O:18][Si](C(C)(C)C)(C)C)=[CH:14][CH:15]=3)[C:10]([C:26]([O:28][CH3:29])=[O:27])=[N:9]2)[CH:5]=[CH:6][CH:7]=1.[F-].C([N+](CCCC)(CCCC)CCCC)CCC. The catalyst is O1CCCC1.C(OCC)(=O)C. The product is [Br:1][C:2]1[CH:3]=[C:4]([N:8]2[C:16]3[C:11](=[CH:12][C:13]([CH2:17][OH:18])=[CH:14][CH:15]=3)[C:10]([C:26]([O:28][CH3:29])=[O:27])=[N:9]2)[CH:5]=[CH:6][CH:7]=1. The yield is 0.990. (2) The yield is 0.810. The product is [CH3:22][Si:23]([CH3:25])([CH3:24])[C:26]#[C:27][C:35]1[CH2:39][CH2:34][CH:33]([NH:30][C:31](=[O:42])[O:15][C:16]([CH3:19])([CH3:18])[CH3:17])[CH2:37][CH:36]=1. The catalyst is [Cu]I.C1C=CC([P]([Pd]([P](C2C=CC=CC=2)(C2C=CC=CC=2)C2C=CC=CC=2)([P](C2C=CC=CC=2)(C2C=CC=CC=2)C2C=CC=CC=2)[P](C2C=CC=CC=2)(C2C=CC=CC=2)C2C=CC=CC=2)(C2C=CC=CC=2)C2C=CC=CC=2)=CC=1. The reactants are FC(F)(F)S(OC1CCC(C([O:15][C:16]([CH3:19])([CH3:18])[CH3:17])=O)CC=1)(=O)=O.[CH3:22][Si:23]([C:26]#[CH:27])([CH3:25])[CH3:24].CC[N:30]([CH2:33][CH3:34])[CH2:31]C.[CH2:35]1[CH2:39]O[CH2:37][CH2:36]1.CC[O:42]C(C)=O. (3) The product is [CH:31]([NH:28][C:29](=[O:30])[NH:1][C:2]1[NH:3][C@@H:4]([C:13]2[CH:18]=[CH:17][CH:16]=[C:15]([O:19][CH3:20])[CH:14]=2)[CH2:5][CH2:6][C:7]=1[C:8]([O:10][CH2:11][CH3:12])=[O:9])([CH3:33])[CH3:32]. The reactants are [NH2:1][C:2]1[NH:3][C@@H:4]([C:13]2[CH:18]=[CH:17][CH:16]=[C:15]([O:19][CH3:20])[CH:14]=2)[CH2:5][CH2:6][C:7]=1[C:8]([O:10][CH2:11][CH3:12])=[O:9].C(N(CC)CC)C.[N:28]([CH:31]([CH3:33])[CH3:32])=[C:29]=[O:30]. The yield is 0.410. The catalyst is C1COCC1. (4) The reactants are [CH3:1][O:2][C:3]1[CH:4]=[C:5]([C:11]2[O:19][C:18]3[C:13](=[N:14][CH:15]=[CH:16][C:17]=3[C:20]3[C:21]([CH3:27])=[C:22]([CH:24]=[CH:25][CH:26]=3)[NH2:23])[CH:12]=2)[CH:6]=[CH:7][C:8]=1[O:9][CH3:10].C(N(CC)CC)C.[F:35][C:36]([F:47])([F:46])[C:37]1[CH:38]=[C:39]([CH:43]=[CH:44][CH:45]=1)[C:40](Cl)=[O:41].O. The catalyst is C(Cl)Cl. The product is [CH3:1][O:2][C:3]1[CH:4]=[C:5]([C:11]2[O:19][C:18]3[C:13](=[N:14][CH:15]=[CH:16][C:17]=3[C:20]3[C:21]([CH3:27])=[C:22]([NH:23][C:40](=[O:41])[C:39]4[CH:43]=[CH:44][CH:45]=[C:37]([C:36]([F:35])([F:46])[F:47])[CH:38]=4)[CH:24]=[CH:25][CH:26]=3)[CH:12]=2)[CH:6]=[CH:7][C:8]=1[O:9][CH3:10]. The yield is 0.130.